From a dataset of Forward reaction prediction with 1.9M reactions from USPTO patents (1976-2016). Predict the product of the given reaction. (1) Given the reactants [Cl:1][C:2]1[CH:3]=[C:4]([CH2:9][C:10](Cl)=[O:11])[CH:5]=[CH:6][C:7]=1[Cl:8].[NH2:13][C:14]1[S:15][C:16]2[CH:22]=[C:21]([O:23][C:24]([F:27])([F:26])[F:25])[CH:20]=[CH:19][C:17]=2[N:18]=1, predict the reaction product. The product is: [F:27][C:24]([F:25])([F:26])[O:23][C:21]1[CH:20]=[CH:19][C:17]2[N:18]=[C:14]([NH:13][C:10](=[O:11])[CH2:9][C:4]3[CH:5]=[CH:6][C:7]([Cl:8])=[C:2]([Cl:1])[CH:3]=3)[S:15][C:16]=2[CH:22]=1. (2) Given the reactants C(OC(N1CCC[C@H]1C[NH:14][C:15]([C:17]1[C:26]2[CH2:25][C:24]([CH3:28])([CH3:27])[CH2:23][NH:22][C:21](=[O:29])[C:20]=2[S:19][C:18]=1[NH:30][C:31]1[CH:36]=[CH:35][C:34]([I:37])=[CH:33][C:32]=1[F:38])=[O:16])=O)(C)(C)C.C1N=CN(C([N:46]2C=N[CH:48]=[CH:47]2)=O)C=1.CN(C=[O:55])C, predict the reaction product. The product is: [NH2:46][CH2:47][CH2:48][O:55][NH:14][C:15]([C:17]1[C:26]2[CH2:25][C:24]([CH3:28])([CH3:27])[CH2:23][NH:22][C:21](=[O:29])[C:20]=2[S:19][C:18]=1[NH:30][C:31]1[CH:36]=[CH:35][C:34]([I:37])=[CH:33][C:32]=1[F:38])=[O:16]. (3) Given the reactants [Cl:1][CH2:2][CH2:3][CH2:4][CH2:5][C:6]1([CH2:16][CH3:17])[C:14]2[C:9](=[CH:10][CH:11]=[CH:12][CH:13]=2)[NH:8][C:7]1=[O:15].[Cl:18][C:19]1[CH:24]=[CH:23][C:22]([N:25]2[CH2:30][CH2:29][NH:28][CH2:27][CH2:26]2)=[C:21]([CH3:31])[CH:20]=1, predict the reaction product. The product is: [ClH:1].[Cl:18][C:19]1[CH:24]=[CH:23][C:22]([N:25]2[CH2:30][CH2:29][N:28]([CH2:2][CH2:3][CH2:4][CH2:5][C:6]3([CH2:16][CH3:17])[C:14]4[C:9](=[CH:10][CH:11]=[CH:12][CH:13]=4)[NH:8][C:7]3=[O:15])[CH2:27][CH2:26]2)=[C:21]([CH3:31])[CH:20]=1. (4) Given the reactants [CH2:1]([NH:8][C:9]([NH:11][C:12]1[C:13]([CH3:24])=[N:14][O:15][C:16]=1[C:17]1[CH:22]=[CH:21][C:20](Br)=[CH:19][CH:18]=1)=[O:10])[C:2]1[CH:7]=[CH:6][CH:5]=[CH:4][CH:3]=1.[C:25]([C:28]1[CH:29]=[C:30](B(O)O)[CH:31]=[CH:32][CH:33]=1)([OH:27])=[O:26], predict the reaction product. The product is: [CH2:1]([NH:8][C:9](=[O:10])[NH:11][C:12]1[C:13]([CH3:24])=[N:14][O:15][C:16]=1[C:17]1[CH:22]=[CH:21][C:20]([C:32]2[CH:31]=[CH:30][CH:29]=[C:28]([C:25]([OH:27])=[O:26])[CH:33]=2)=[CH:19][CH:18]=1)[C:2]1[CH:7]=[CH:6][CH:5]=[CH:4][CH:3]=1. (5) Given the reactants [CH3:1][O:2][CH:3]([O:13][CH3:14])[C:4]1[CH:12]=[CH:11][C:7]([C:8]([OH:10])=O)=[CH:6][CH:5]=1.[CH:15]1[CH:16]=[CH:17][C:18]2N(O)[N:22]=[N:21][C:19]=2[CH:20]=1.CCN(C(C)C)C(C)C.C(Cl)CCl.C1(NN)C=CC=CC=1, predict the reaction product. The product is: [CH3:14][O:13][CH:3]([O:2][CH3:1])[C:4]1[CH:5]=[CH:6][C:7]([C:8]([NH:22][NH:21][C:19]2[CH:20]=[CH:15][CH:16]=[CH:17][CH:18]=2)=[O:10])=[CH:11][CH:12]=1. (6) Given the reactants C([N:4]1[C:13]2[C:12]3[N:14]=[C:15]([CH3:18])[N:16]([CH3:17])[C:11]=3[CH:10]=[CH:9][C:8]=2[C@@H:7]([O:19][CH2:20][CH:21]([F:23])[F:22])[C@H:6]([OH:24])[C@H:5]1[C:25]1[CH:30]=[CH:29][CH:28]=[CH:27][CH:26]=1)(=O)C.C(=O)([O-])[O-].[K+].[K+], predict the reaction product. The product is: [CH3:18][C:15]1[N:16]([CH3:17])[C:11]2[CH:10]=[CH:9][C:8]3[C@@H:7]([O:19][CH2:20][CH:21]([F:23])[F:22])[C@H:6]([OH:24])[C@@H:5]([C:25]4[CH:30]=[CH:29][CH:28]=[CH:27][CH:26]=4)[NH:4][C:13]=3[C:12]=2[N:14]=1. (7) Given the reactants C(P(=O)(OCC)OCC)#[N:2].FC(F)(F)[C:13]1[CH:14]=[C:15]2C=C(C(O)=O)[N:19]([CH2:25][C:26]3[CH:31]=CC=C(F)C=3)[C:16]2=[N:17][CH:18]=1, predict the reaction product. The product is: [NH2:2][C:13]1[CH:18]=[N:17][C:16]([N:19]2[CH2:25][CH2:26][CH2:31]2)=[CH:15][CH:14]=1. (8) Given the reactants [OH:1][CH2:2][C:3]1[N:19]=[CH:18][C:6]2[O:7][CH2:8][CH2:9][N:10]([C:11]([O:13][C:14]([CH3:17])([CH3:16])[CH3:15])=[O:12])[C:5]=2[CH:4]=1, predict the reaction product. The product is: [CH:2]([C:3]1[N:19]=[CH:18][C:6]2[O:7][CH2:8][CH2:9][N:10]([C:11]([O:13][C:14]([CH3:15])([CH3:16])[CH3:17])=[O:12])[C:5]=2[CH:4]=1)=[O:1].